This data is from Reaction yield outcomes from USPTO patents with 853,638 reactions. The task is: Predict the reaction yield, written as a fraction of the theoretical maximum amount of product (1.0 means a 100% yield; for example, 0.34 means a 34% yield). (1) The reactants are [Br:1][C:2]1[S:3][C:4]([C:7]2[C:8]3[CH:15]=[CH:14][N:13](COCC[Si](C)(C)C)[C:9]=3[N:10]=[CH:11][N:12]=2)=[CH:5][N:6]=1. The catalyst is C(Cl)Cl.C(O)(C(F)(F)F)=O. The product is [Br:1][C:2]1[S:3][C:4]([C:7]2[C:8]3[CH:15]=[CH:14][NH:13][C:9]=3[N:10]=[CH:11][N:12]=2)=[CH:5][N:6]=1. The yield is 0.720. (2) The reactants are [C:1]([C:3]1[CH:8]=[CH:7][CH:6]=[CH:5][C:4]=1[C:9]1[CH:14]=[CH:13][C:12]([CH2:15][CH:16]([C:22](=O)[CH2:23][CH2:24][CH3:25])[C:17](OCC)=[O:18])=[C:11]([F:27])[CH:10]=1)#[N:2].[O:28]1[CH2:33][CH2:32][CH2:31][CH:30]([NH:34][C:35]2[NH:39][CH:38]=[N:37][N:36]=2)[CH2:29]1. No catalyst specified. The product is [F:27][C:11]1[CH:10]=[C:9]([C:4]2[C:3]([C:1]#[N:2])=[CH:8][CH:7]=[CH:6][CH:5]=2)[CH:14]=[CH:13][C:12]=1[CH2:15][C:16]1[C:17](=[O:18])[N:34]([CH:30]2[CH2:31][CH2:32][CH2:33][O:28][CH2:29]2)[C:35]2[N:36]([N:37]=[CH:38][N:39]=2)[C:22]=1[CH2:23][CH2:24][CH3:25]. The yield is 0.600. (3) The reactants are [C:1](Cl)(=[O:3])[CH3:2].[N+:5]([C:8]1[CH:9]=[CH:10][C:11]2[CH2:17][CH2:16][CH2:15][CH2:14][NH:13][C:12]=2[CH:18]=1)([O-:7])=[O:6].C([O-])(O)=O.[Na+]. The catalyst is C(Cl)Cl. The product is [N+:5]([C:8]1[CH:9]=[CH:10][C:11]2[CH2:17][CH2:16][CH2:15][CH2:14][N:13]([C:1](=[O:3])[CH3:2])[C:12]=2[CH:18]=1)([O-:7])=[O:6]. The yield is 0.800. (4) The reactants are [OH:1][CH:2]([CH3:10])/[CH:3]=[CH:4]/[C:5]([O:7][CH2:8][CH3:9])=[O:6].[CH2:11]([O:13][P:14](Cl)([O:16][CH2:17][CH3:18])=[O:15])[CH3:12]. The catalyst is N1C=CC=CC=1. The product is [CH2:11]([O:13][P:14]([O:16][CH2:17][CH3:18])([O:1][CH:2]([CH3:10])/[CH:3]=[CH:4]/[C:5]([O:7][CH2:8][CH3:9])=[O:6])=[O:15])[CH3:12]. The yield is 0.870. (5) The reactants are [C:1]([OH:13])(=[O:12])[CH2:2][C:3]([CH2:8][C:9]([OH:11])=[O:10])([C:5]([OH:7])=[O:6])[OH:4].O1[B:19]([C@@H:20]([NH:25][C:26](=[O:39])[CH2:27][NH:28][C:29](=[O:38])[C:30]2[CH:35]=[C:34]([Cl:36])[CH:33]=[CH:32][C:31]=2[Cl:37])[CH2:21][CH:22]([CH3:24])[CH3:23])O[B:19]([C@@H:20]([NH:25][C:26](=[O:39])[CH2:27][NH:28][C:29](=[O:38])[C:30]2[CH:35]=[C:34]([Cl:36])[CH:33]=[CH:32][C:31]=2[Cl:37])[CH2:21][CH:22]([CH3:24])[CH3:23])O[B:19]1[C@@H:20]([NH:25][C:26](=[O:39])[CH2:27][NH:28][C:29](=[O:38])[C:30]1[CH:35]=[C:34]([Cl:36])[CH:33]=[CH:32][C:31]=1[Cl:37])[CH2:21][CH:22]([CH3:24])[CH3:23]. The catalyst is CCOC(C)=O. The product is [C:9]([CH2:8][C:3]1([C:5]([OH:7])=[O:6])[CH2:2][C:1](=[O:13])[O:12][B:19]([C@@H:20]([NH:25][C:26](=[O:39])[CH2:27][NH:28][C:29](=[O:38])[C:30]2[CH:35]=[C:34]([Cl:36])[CH:33]=[CH:32][C:31]=2[Cl:37])[CH2:21][CH:22]([CH3:24])[CH3:23])[O:4]1)([OH:11])=[O:10]. The yield is 0.920. (6) The reactants are [S:1]1[C:5]([CH2:6][O:7][C:8]([NH:10][C@H:11]([CH2:33][C:34]2[CH:39]=[CH:38][CH:37]=[CH:36][CH:35]=2)[CH2:12][NH:13][CH2:14][C@@H:15]([NH:23][C:24]([O:26][CH2:27][C:28]2[S:32][CH:31]=[N:30][CH:29]=2)=[O:25])[CH2:16][C:17]2[CH:22]=[CH:21][CH:20]=[CH:19][CH:18]=2)=[O:9])=[CH:4][N:3]=[CH:2]1.[CH:40](=O)[C:41]1[CH:46]=[CH:45][CH:44]=[CH:43][CH:42]=1.C(O)(=O)C.C(O[BH-](OC(=O)C)OC(=O)C)(=O)C.[Na+]. No catalyst specified. The product is [CH2:40]([N:13]([CH2:14][C@H:15]([NH:23][C:24]([O:26][CH2:27][C:28]1[S:32][CH:31]=[N:30][CH:29]=1)=[O:25])[CH2:16][C:17]1[CH:18]=[CH:19][CH:20]=[CH:21][CH:22]=1)[CH2:12][C@@H:11]([NH:10][C:8]([O:7][CH2:6][C:5]1[S:1][CH:2]=[N:3][CH:4]=1)=[O:9])[CH2:33][C:34]1[CH:39]=[CH:38][CH:37]=[CH:36][CH:35]=1)[C:41]1[CH:46]=[CH:45][CH:44]=[CH:43][CH:42]=1. The yield is 0.390. (7) The reactants are [NH:1]1[CH:5]=[CH:4][CH:3]=[C:2]1[C:6]([OH:8])=O.[NH2:9][C:10]1[CH:15]=[CH:14][CH:13]=[CH:12][CH:11]=1. No catalyst specified. The product is [C:10]1([NH:9][C:6]([C:2]2[NH:1][CH:5]=[CH:4][CH:3]=2)=[O:8])[CH:15]=[CH:14][CH:13]=[CH:12][CH:11]=1. The yield is 0.780. (8) The reactants are [CH2:1]1[C:3]2([CH2:8][CH2:7][CH:6]([CH2:9][NH:10]C(=O)OCC3C=CC=CC=3)[CH2:5][CH2:4]2)[CH2:2]1.[ClH:21]. The catalyst is CO.[Pd]. The product is [ClH:21].[CH2:2]1[C:3]2([CH2:8][CH2:7][CH:6]([CH2:9][NH2:10])[CH2:5][CH2:4]2)[CH2:1]1. The yield is 0.985. (9) The reactants are [Br:1][C:2]1[N:3]=[C:4]([C:9]2[O:10][C:11]([C:14]3[CH:19]=[CH:18][CH:17]=[CH:16][CH:15]=3)=[N:12][N:13]=2)[C:5]([NH2:8])=[N:6][CH:7]=1.[CH3:20][C:21]([O:24][C:25](O[C:25]([O:24][C:21]([CH3:23])([CH3:22])[CH3:20])=[O:26])=[O:26])([CH3:23])[CH3:22].C(N(CC)CC)C. The catalyst is C(Cl)Cl.CN(C1C=CN=CC=1)C. The product is [Br:1][C:2]1[N:3]=[C:4]([C:9]2[O:10][C:11]([C:14]3[CH:19]=[CH:18][CH:17]=[CH:16][CH:15]=3)=[N:12][N:13]=2)[C:5]([NH:8][C:25](=[O:26])[O:24][C:21]([CH3:23])([CH3:22])[CH3:20])=[N:6][CH:7]=1. The yield is 0.780. (10) The reactants are [F:1][C:2]1[CH:7]=[CH:6][CH:5]=[C:4]([F:8])[C:3]=1[N:9]1[C:14]2[N:15]=[C:16](S(C)=O)[N:17]=[C:18]([C:19]3[CH:20]=[C:21]([CH:28]=[CH:29][C:30]=3[CH3:31])[C:22]([NH:24][CH2:25][CH2:26][CH3:27])=[O:23])[C:13]=2[CH2:12][NH:11][C:10]1=[O:35].[CH3:36][CH:37]([NH:39][CH2:40][CH2:41][CH2:42][NH2:43])[CH3:38]. The product is [F:1][C:2]1[CH:7]=[CH:6][CH:5]=[C:4]([F:8])[C:3]=1[N:9]1[C:14]2[N:15]=[C:16]([NH:43][CH2:42][CH2:41][CH2:40][NH:39][CH:37]([CH3:38])[CH3:36])[N:17]=[C:18]([C:19]3[CH:20]=[C:21]([CH:28]=[CH:29][C:30]=3[CH3:31])[C:22]([NH:24][CH2:25][CH2:26][CH3:27])=[O:23])[C:13]=2[CH2:12][NH:11][C:10]1=[O:35]. The yield is 0.390. The catalyst is C(Cl)Cl.